This data is from Full USPTO retrosynthesis dataset with 1.9M reactions from patents (1976-2016). The task is: Predict the reactants needed to synthesize the given product. (1) Given the product [CH2:1]([O:8][CH2:9][N:10]1[C:18]2[C:17]([O:19][CH3:20])=[N:16][CH:15]=[N:14][C:13]=2[C:12]([CH2:21][NH:22][C@@H:23]([CH2:24][OH:25])[C@H:29]([OH:35])[CH2:30][OH:31])=[CH:11]1)[C:2]1[CH:3]=[CH:4][CH:5]=[CH:6][CH:7]=1, predict the reactants needed to synthesize it. The reactants are: [CH2:1]([O:8][CH2:9][N:10]1[C:18]2[C:17]([O:19][CH3:20])=[N:16][CH:15]=[N:14][C:13]=2[C:12]([CH2:21][NH:22][C@H:23]([C@H:29]([OH:35])[C:30](OCC)=[O:31])[C:24](OCC)=[O:25])=[CH:11]1)[C:2]1[CH:7]=[CH:6][CH:5]=[CH:4][CH:3]=1.[BH4-].[Li+]. (2) The reactants are: [CH2:1]([O:3][C:4]([N:6]([CH2:16][CH3:17])[C:7]1[S:11][CH:10]=[C:9]([C:12]([OH:14])=O)[C:8]=1[CH3:15])=[O:5])[CH3:2].[NH2:18][CH2:19][C:20]1[C:21](=[O:28])[NH:22][C:23]([CH3:27])=[CH:24][C:25]=1[CH3:26].C(Cl)CCl.C1C=NC2N(O)N=NC=2C=1.CN1CCOCC1. Given the product [CH3:26][C:25]1[CH:24]=[C:23]([CH3:27])[NH:22][C:21](=[O:28])[C:20]=1[CH2:19][NH:18][C:12]([C:9]1[C:8]([CH3:15])=[C:7]([N:6]([CH2:16][CH3:17])[C:4](=[O:5])[O:3][CH2:1][CH3:2])[S:11][CH:10]=1)=[O:14], predict the reactants needed to synthesize it. (3) Given the product [Cl:1][C:2]1[CH:8]=[CH:7][CH:6]=[CH:5][C:3]=1[NH:4][C:12]([NH2:11])=[S:13], predict the reactants needed to synthesize it. The reactants are: [Cl:1][C:2]1[CH:8]=[CH:7][CH:6]=[CH:5][C:3]=1[NH2:4].O.[NH4+].[N:11]#[C:12][S-:13]. (4) Given the product [F:1][C:2]1[C:7]([CH:20]2[CH2:21][CH2:22][N:17]([C:15]([O:14][C:10]([CH3:13])([CH3:12])[CH3:11])=[O:16])[CH2:18][CH2:19]2)=[N:6][CH:5]=[CH:4][N:3]=1, predict the reactants needed to synthesize it. The reactants are: [F:1][C:2]1[C:7](I)=[N:6][CH:5]=[CH:4][N:3]=1.[I-].[C:10]([O:14][C:15]([N:17]1[CH2:22][CH2:21][CH:20]([Zn+])[CH2:19][CH2:18]1)=[O:16])([CH3:13])([CH3:12])[CH3:11]. (5) The reactants are: [NH2:1][C:2]1[C:7]([NH2:8])=[C:6]([NH:9][C@@H:10]2[C@@H:15]3[CH2:16][C@@H:12]([CH:13]=[CH:14]3)[C@@H:11]2[C:17]([NH2:19])=[O:18])[C:5]([Cl:20])=[CH:4][N:3]=1.[N:21]1[CH:26]=[CH:25][CH:24]=[C:23]([CH:27]=O)[CH:22]=1.C([O-])(=O)C.[NH4+]. Given the product [Cl:20][C:5]1[C:6]([NH:9][C@@H:10]2[C@@H:15]3[CH2:16][C@@H:12]([CH:13]=[CH:14]3)[C@@H:11]2[C:17]([NH2:19])=[O:18])=[C:7]2[N:8]=[C:27]([C:23]3[CH:22]=[N:21][CH:26]=[CH:25][CH:24]=3)[NH:1][C:2]2=[N:3][CH:4]=1, predict the reactants needed to synthesize it. (6) The reactants are: F[C:2](F)(F)[C:3](O)=O.[C:8]1([CH3:40])[CH:13]=[CH:12][CH:11]=[CH:10][C:9]=1[NH:14][C:15]1N[C:17]2[CH:23]=[C:22]([CH2:24][C:25]([NH:27][C:28]3[CH:29]=[CH:30][C:31]([CH:34]([CH3:39])[CH2:35][C:36]([OH:38])=[O:37])=[N:32][CH:33]=3)=[O:26])[CH:21]=[CH:20][C:18]=2[N:19]=1.F[P-](F)(F)(F)(F)F.N1([O:57]C(N(C)C)=[N+](C)C)C2N=CC=CC=2N=N1.C(N(C(C)C)CC)(C)C.NC1C=CC(C(C)CC(OCC)=O)=NC=1. Given the product [CH2:2]([O:38][C:36](=[O:37])[CH2:35][CH:34]([C:31]1[CH:30]=[CH:29][C:28]([NH:27][C:25](=[O:26])[CH2:24][C:22]2[CH:21]=[CH:20][C:18]3[N:19]=[C:15]([NH:14][C:9]4[CH:10]=[CH:11][CH:12]=[CH:13][C:8]=4[CH3:40])[O:57][C:17]=3[CH:23]=2)=[CH:33][N:32]=1)[CH3:39])[CH3:3], predict the reactants needed to synthesize it.